From a dataset of Catalyst prediction with 721,799 reactions and 888 catalyst types from USPTO. Predict which catalyst facilitates the given reaction. Reactant: Br[CH2:2][C:3]([C:5]1[C:6](=[O:15])[NH:7][C:8]([CH:12]([CH3:14])[CH3:13])=[C:9]([CH3:11])[CH:10]=1)=O.[C:16]1([S:22]([CH2:25][C:26](=[S:28])[NH2:27])(=[O:24])=[O:23])[CH:21]=[CH:20][CH:19]=[CH:18][CH:17]=1. Product: [C:16]1([S:22]([CH2:25][C:26]2[S:28][CH:2]=[C:3]([C:5]3[C:6](=[O:15])[NH:7][C:8]([CH:12]([CH3:14])[CH3:13])=[C:9]([CH3:11])[CH:10]=3)[N:27]=2)(=[O:23])=[O:24])[CH:17]=[CH:18][CH:19]=[CH:20][CH:21]=1. The catalyst class is: 14.